This data is from Full USPTO retrosynthesis dataset with 1.9M reactions from patents (1976-2016). The task is: Predict the reactants needed to synthesize the given product. Given the product [CH3:11][N:12]([CH3:20])[C:13]1[CH:14]=[C:15]([CH:16]=[CH:17][CH:18]=1)[O:19][C:2]1[CH:7]=[CH:6][CH:5]=[CH:4][C:3]=1[N:8]1[CH2:27][CH2:28][NH:23][CH2:24][CH2:25]1, predict the reactants needed to synthesize it. The reactants are: Cl[C:2]1[CH:7]=[CH:6][CH:5]=[CH:4][C:3]=1[N+:8]([O-])=O.[CH3:11][N:12]([CH3:20])[C:13]1[CH:14]=[C:15]([OH:19])[CH:16]=[CH:17][CH:18]=1.[OH-].[K+].[NH:23]1[CH2:28][CH2:27]N[CH2:25][CH2:24]1.C(OC(OC(C)(C)C)=O)(OC(C)(C)C)=O.C(=O)([O-])[O-].[K+].[K+].FC(F)(F)C(O)=O.